Dataset: CYP3A4 substrate classification data from Carbon-Mangels et al.. Task: Regression/Classification. Given a drug SMILES string, predict its absorption, distribution, metabolism, or excretion properties. Task type varies by dataset: regression for continuous measurements (e.g., permeability, clearance, half-life) or binary classification for categorical outcomes (e.g., BBB penetration, CYP inhibition). Dataset: cyp3a4_substrate_carbonmangels. (1) The compound is CC1=C(C(=O)OCCN(Cc2ccccc2)c2ccccc2)[C@H](c2cccc([N+](=O)[O-])c2)C(P2(=O)OCC(C)(C)CO2)=C(C)N1. The result is 0 (non-substrate). (2) The drug is CC1(C)NC(=O)N(c2ccc([N+](=O)[O-])c(C(F)(F)F)c2)C1=O. The result is 0 (non-substrate). (3) The drug is CC(=O)Nc1ccc(O)cc1. The result is 1 (substrate).